Dataset: NCI-60 drug combinations with 297,098 pairs across 59 cell lines. Task: Regression. Given two drug SMILES strings and cell line genomic features, predict the synergy score measuring deviation from expected non-interaction effect. (1) Drug 1: C1CCC(CC1)NC(=O)N(CCCl)N=O. Drug 2: C1=C(C(=O)NC(=O)N1)F. Cell line: NCI-H460. Synergy scores: CSS=51.3, Synergy_ZIP=-3.24, Synergy_Bliss=-7.18, Synergy_Loewe=-15.1, Synergy_HSA=-5.03. (2) Drug 1: CC(C)CN1C=NC2=C1C3=CC=CC=C3N=C2N. Synergy scores: CSS=1.96, Synergy_ZIP=-2.17, Synergy_Bliss=-5.50, Synergy_Loewe=-3.14, Synergy_HSA=-4.67. Cell line: CCRF-CEM. Drug 2: C(CN)CNCCSP(=O)(O)O. (3) Drug 1: CCC(=C(C1=CC=CC=C1)C2=CC=C(C=C2)OCCN(C)C)C3=CC=CC=C3.C(C(=O)O)C(CC(=O)O)(C(=O)O)O. Drug 2: C1=CC=C(C(=C1)C(C2=CC=C(C=C2)Cl)C(Cl)Cl)Cl. Cell line: MDA-MB-231. Synergy scores: CSS=7.96, Synergy_ZIP=-1.92, Synergy_Bliss=1.23, Synergy_Loewe=0.0520, Synergy_HSA=2.81. (4) Drug 1: C1CCC(C1)C(CC#N)N2C=C(C=N2)C3=C4C=CNC4=NC=N3. Drug 2: CC1=CC=C(C=C1)C2=CC(=NN2C3=CC=C(C=C3)S(=O)(=O)N)C(F)(F)F. Cell line: MOLT-4. Synergy scores: CSS=15.1, Synergy_ZIP=-4.67, Synergy_Bliss=0.409, Synergy_Loewe=-8.54, Synergy_HSA=1.42. (5) Drug 1: CC(C1=C(C=CC(=C1Cl)F)Cl)OC2=C(N=CC(=C2)C3=CN(N=C3)C4CCNCC4)N. Drug 2: C1C(C(OC1N2C=NC3=C(N=C(N=C32)Cl)N)CO)O. Cell line: CCRF-CEM. Synergy scores: CSS=81.2, Synergy_ZIP=0.412, Synergy_Bliss=-0.207, Synergy_Loewe=-8.44, Synergy_HSA=-0.0159. (6) Drug 1: CC1OCC2C(O1)C(C(C(O2)OC3C4COC(=O)C4C(C5=CC6=C(C=C35)OCO6)C7=CC(=C(C(=C7)OC)O)OC)O)O. Drug 2: CCC1(C2=C(COC1=O)C(=O)N3CC4=CC5=C(C=CC(=C5CN(C)C)O)N=C4C3=C2)O.Cl. Cell line: A549. Synergy scores: CSS=47.8, Synergy_ZIP=-1.63, Synergy_Bliss=0.685, Synergy_Loewe=2.78, Synergy_HSA=3.28. (7) Drug 1: C1C(C(OC1N2C=NC3=C(N=C(N=C32)Cl)N)CO)O. Drug 2: CC1CCC2CC(C(=CC=CC=CC(CC(C(=O)C(C(C(=CC(C(=O)CC(OC(=O)C3CCCCN3C(=O)C(=O)C1(O2)O)C(C)CC4CCC(C(C4)OC)OCCO)C)C)O)OC)C)C)C)OC. Cell line: OVCAR-5. Synergy scores: CSS=28.1, Synergy_ZIP=-9.26, Synergy_Bliss=-2.50, Synergy_Loewe=-6.74, Synergy_HSA=-2.10. (8) Drug 1: CC1CCC2CC(C(=CC=CC=CC(CC(C(=O)C(C(C(=CC(C(=O)CC(OC(=O)C3CCCCN3C(=O)C(=O)C1(O2)O)C(C)CC4CCC(C(C4)OC)O)C)C)O)OC)C)C)C)OC. Drug 2: C1CCC(C(C1)N)N.C(=O)(C(=O)[O-])[O-].[Pt+4]. Cell line: K-562. Synergy scores: CSS=48.4, Synergy_ZIP=-0.520, Synergy_Bliss=2.11, Synergy_Loewe=0.434, Synergy_HSA=6.21. (9) Drug 1: C1=NC(=NC(=O)N1C2C(C(C(O2)CO)O)O)N. Drug 2: CC12CCC3C(C1CCC2OP(=O)(O)O)CCC4=C3C=CC(=C4)OC(=O)N(CCCl)CCCl.[Na+]. Cell line: SR. Synergy scores: CSS=82.4, Synergy_ZIP=6.15, Synergy_Bliss=2.14, Synergy_Loewe=-3.30, Synergy_HSA=7.68. (10) Drug 1: CN(C)C1=NC(=NC(=N1)N(C)C)N(C)C. Drug 2: CS(=O)(=O)CCNCC1=CC=C(O1)C2=CC3=C(C=C2)N=CN=C3NC4=CC(=C(C=C4)OCC5=CC(=CC=C5)F)Cl. Cell line: MOLT-4. Synergy scores: CSS=-6.54, Synergy_ZIP=3.88, Synergy_Bliss=3.36, Synergy_Loewe=-0.750, Synergy_HSA=-1.80.